Dataset: NCI-60 drug combinations with 297,098 pairs across 59 cell lines. Task: Regression. Given two drug SMILES strings and cell line genomic features, predict the synergy score measuring deviation from expected non-interaction effect. (1) Drug 1: CCC1=CC2CC(C3=C(CN(C2)C1)C4=CC=CC=C4N3)(C5=C(C=C6C(=C5)C78CCN9C7C(C=CC9)(C(C(C8N6C)(C(=O)OC)O)OC(=O)C)CC)OC)C(=O)OC.C(C(C(=O)O)O)(C(=O)O)O. Drug 2: CC12CCC3C(C1CCC2O)C(CC4=C3C=CC(=C4)O)CCCCCCCCCS(=O)CCCC(C(F)(F)F)(F)F. Cell line: OVCAR-5. Synergy scores: CSS=53.0, Synergy_ZIP=0.505, Synergy_Bliss=1.27, Synergy_Loewe=-4.16, Synergy_HSA=2.52. (2) Drug 1: C1=C(C(=O)NC(=O)N1)N(CCCl)CCCl. Drug 2: CC12CCC3C(C1CCC2OP(=O)(O)O)CCC4=C3C=CC(=C4)OC(=O)N(CCCl)CCCl.[Na+]. Cell line: OVCAR3. Synergy scores: CSS=0.714, Synergy_ZIP=-7.10, Synergy_Bliss=-9.84, Synergy_Loewe=-10.6, Synergy_HSA=-8.47. (3) Drug 1: CN(C)C1=NC(=NC(=N1)N(C)C)N(C)C. Synergy scores: CSS=20.4, Synergy_ZIP=-5.00, Synergy_Bliss=-9.90, Synergy_Loewe=-43.5, Synergy_HSA=-9.68. Drug 2: C1=NC2=C(N=C(N=C2N1C3C(C(C(O3)CO)O)F)Cl)N. Cell line: CAKI-1. (4) Drug 1: CC1=CC2C(CCC3(C2CCC3(C(=O)C)OC(=O)C)C)C4(C1=CC(=O)CC4)C. Drug 2: CC1=C2C(C(=O)C3(C(CC4C(C3C(C(C2(C)C)(CC1OC(=O)C(C(C5=CC=CC=C5)NC(=O)OC(C)(C)C)O)O)OC(=O)C6=CC=CC=C6)(CO4)OC(=O)C)O)C)O. Cell line: SK-MEL-5. Synergy scores: CSS=31.3, Synergy_ZIP=9.93, Synergy_Bliss=8.79, Synergy_Loewe=-32.6, Synergy_HSA=1.22. (5) Drug 1: CC12CCC3C(C1CCC2OP(=O)(O)O)CCC4=C3C=CC(=C4)OC(=O)N(CCCl)CCCl.[Na+]. Drug 2: COCCOC1=C(C=C2C(=C1)C(=NC=N2)NC3=CC=CC(=C3)C#C)OCCOC.Cl. Cell line: IGROV1. Synergy scores: CSS=6.76, Synergy_ZIP=16.3, Synergy_Bliss=24.0, Synergy_Loewe=-80.4, Synergy_HSA=-0.612. (6) Drug 1: C(=O)(N)NO. Drug 2: CC1=C(C(=O)C2=C(C1=O)N3CC4C(C3(C2COC(=O)N)OC)N4)N. Cell line: SK-MEL-28. Synergy scores: CSS=25.9, Synergy_ZIP=-7.32, Synergy_Bliss=2.27, Synergy_Loewe=-14.1, Synergy_HSA=4.62. (7) Drug 1: CC1CCC2CC(C(=CC=CC=CC(CC(C(=O)C(C(C(=CC(C(=O)CC(OC(=O)C3CCCCN3C(=O)C(=O)C1(O2)O)C(C)CC4CCC(C(C4)OC)OCCO)C)C)O)OC)C)C)C)OC. Drug 2: C1=NC2=C(N1)C(=S)N=CN2. Cell line: SF-539. Synergy scores: CSS=26.4, Synergy_ZIP=-4.41, Synergy_Bliss=-1.68, Synergy_Loewe=-2.69, Synergy_HSA=0.374. (8) Drug 1: CC(C)(C1=NC(=CC=C1)N2C3=NC(=NC=C3C(=O)N2CC=C)NC4=CC=C(C=C4)N5CCN(CC5)C)O. Drug 2: CNC(=O)C1=NC=CC(=C1)OC2=CC=C(C=C2)NC(=O)NC3=CC(=C(C=C3)Cl)C(F)(F)F. Cell line: SW-620. Synergy scores: CSS=76.5, Synergy_ZIP=5.39, Synergy_Bliss=5.40, Synergy_Loewe=-1.78, Synergy_HSA=9.22. (9) Drug 1: CN1CCC(CC1)COC2=C(C=C3C(=C2)N=CN=C3NC4=C(C=C(C=C4)Br)F)OC. Drug 2: C1CC(C1)(C(=O)O)C(=O)O.[NH2-].[NH2-].[Pt+2]. Cell line: DU-145. Synergy scores: CSS=41.9, Synergy_ZIP=-0.798, Synergy_Bliss=2.58, Synergy_Loewe=-3.30, Synergy_HSA=3.18.